Dataset: Full USPTO retrosynthesis dataset with 1.9M reactions from patents (1976-2016). Task: Predict the reactants needed to synthesize the given product. (1) Given the product [Cl:21][C:22]1[CH:37]=[CH:36][C:25]([C:26]([NH:28][CH2:29][CH:30]2[CH2:31][CH2:32][N:33]([CH2:12][C:9]3[S:10][CH:11]=[C:7]([C:1]4[CH:2]=[CH:3][CH:4]=[CH:5][CH:6]=4)[CH:8]=3)[CH2:34][CH2:35]2)=[O:27])=[CH:24][C:23]=1[O:38][CH3:39], predict the reactants needed to synthesize it. The reactants are: [C:1]1([C:7]2[CH:8]=[C:9]([CH:12]=O)[S:10][CH:11]=2)[CH:6]=[CH:5][CH:4]=[CH:3][CH:2]=1.FC(F)(F)C(O)=O.[Cl:21][C:22]1[CH:37]=[CH:36][C:25]([C:26]([NH:28][CH2:29][CH:30]2[CH2:35][CH2:34][NH:33][CH2:32][CH2:31]2)=[O:27])=[CH:24][C:23]=1[O:38][CH3:39].C(O)(=O)C.C(O[BH-](OC(=O)C)OC(=O)C)(=O)C.C[N+](C)(C)C. (2) The reactants are: CC(C)([O-])C.[K+].[CH2:7]([O:14][CH2:15][CH2:16][OH:17])[C:8]1[CH:13]=[CH:12][CH:11]=[CH:10][CH:9]=1.Cl[C:19]1[N:26]=[C:25]([NH:27][CH2:28][CH3:29])[CH:24]=[CH:23][C:20]=1[C:21]#[N:22]. Given the product [CH2:7]([O:14][CH2:15][CH2:16][O:17][C:19]1[N:26]=[C:25]([NH:27][CH2:28][CH3:29])[CH:24]=[CH:23][C:20]=1[C:21]#[N:22])[C:8]1[CH:13]=[CH:12][CH:11]=[CH:10][CH:9]=1, predict the reactants needed to synthesize it.